Dataset: Reaction yield outcomes from USPTO patents with 853,638 reactions. Task: Predict the reaction yield, written as a fraction of the theoretical maximum amount of product (1.0 means a 100% yield; for example, 0.34 means a 34% yield). (1) The reactants are [F:1][C:2]1([F:13])[CH2:7][CH2:6][CH:5]([C:8](OCC)=[O:9])[CH2:4][CH2:3]1.[H-].[H-].[H-].[H-].[Li+].[Al+3]. The catalyst is C1COCC1. The product is [F:1][C:2]1([F:13])[CH2:7][CH2:6][CH:5]([CH2:8][OH:9])[CH2:4][CH2:3]1. The yield is 0.920. (2) The reactants are [C:1]([O:5][C:6]([N:8]1[CH2:13][CH2:12][CH:11]([OH:14])[CH2:10][CH2:9]1)=[O:7])([CH3:4])([CH3:3])[CH3:2].[CH3:15][C:16]1[CH:21]=[C:20]([N+:22]([O-:24])=[O:23])[CH:19]=[C:18]([CH3:25])[C:17]=1O.C1(P(C2C=CC=CC=2)C2C=CC=CC=2)C=CC=CC=1.N(C(OCC)=O)=NC(OCC)=O. The catalyst is ClCCl. The product is [C:1]([O:5][C:6]([N:8]1[CH2:13][CH2:12][CH:11]([O:14][C:17]2[C:18]([CH3:25])=[CH:19][C:20]([N+:22]([O-:24])=[O:23])=[CH:21][C:16]=2[CH3:15])[CH2:10][CH2:9]1)=[O:7])([CH3:4])([CH3:2])[CH3:3]. The yield is 0.710.